The task is: Predict the product of the given reaction.. This data is from Forward reaction prediction with 1.9M reactions from USPTO patents (1976-2016). (1) Given the reactants [NH2:1][CH2:2][C:3]([NH:5][C:6]1[CH:14]=[CH:13][CH:12]=[C:11]2[C:7]=1[CH:8]=[N:9][N:10]2[CH2:15][CH2:16][N:17]1[CH2:21][CH2:20][CH2:19][CH2:18]1)=[O:4].[CH2:22]([O:29][C:30]1[CH:35]=[CH:34][C:33]([CH2:36]C(O)=O)=[CH:32][CH:31]=1)[C:23]1[CH:28]=[CH:27][CH:26]=[CH:25]C=1.Cl.C(N=C=NC(C)(C)CC)C.[OH:51]N1C2C=CC=CC=2N=N1.CN1CCOCC1, predict the reaction product. The product is: [O:4]=[C:3]([NH:5][C:6]1[CH:14]=[CH:13][CH:12]=[C:11]2[C:7]=1[CH:8]=[N:9][N:10]2[CH2:15][CH2:16][N:17]1[CH2:18][CH2:19][CH2:20][CH2:21]1)[CH2:2][NH:1][C:36](=[O:51])[C:33]1[CH:32]=[CH:31][C:30]([O:29][C:22]2[CH:23]=[CH:28][CH:27]=[CH:26][CH:25]=2)=[CH:35][CH:34]=1. (2) Given the reactants Cl[C:2]1[CH:11]=[CH:10][N:9]=[C:8]2[C:3]=1[CH:4]=[CH:5][C:6]([C:12]([F:15])([F:14])[F:13])=[N:7]2.[F:16][C:17]1[CH:18]=[C:19]([C:38]#[N:39])[C:20]([C:23]2[CH:28]=[CH:27][CH:26]=[C:25](B3OC(C)(C)C(C)(C)O3)[CH:24]=2)=[CH:21][CH:22]=1, predict the reaction product. The product is: [F:16][C:17]1[CH:18]=[C:19]([C:38]#[N:39])[C:20]([C:23]2[CH:28]=[CH:27][CH:26]=[C:25]([C:2]3[C:3]4[C:8](=[N:7][C:6]([C:12]([F:15])([F:14])[F:13])=[CH:5][CH:4]=4)[N:9]=[CH:10][CH:11]=3)[CH:24]=2)=[CH:21][CH:22]=1. (3) Given the reactants [CH2:1]([O:8][C:9](=[O:34])[C@H:10]([NH:26][C:27]([O:29][C:30]([CH3:33])([CH3:32])[CH3:31])=[O:28])[CH2:11][C:12]1[C:20]2[C:15](=[CH:16][CH:17]=[CH:18][CH:19]=2)[N:14](CCCCC)[CH:13]=1)[C:2]1[CH:7]=[CH:6][CH:5]=[CH:4][CH:3]=1.[F:35][C:36]1[CH:37]=[C:38]([CH:41]=[CH:42][C:43]=1[F:44])[CH2:39]Br.C(=O)([O-])[O-].[Cs+].[Cs+], predict the reaction product. The product is: [CH2:1]([O:8][C:9](=[O:34])[C@H:10]([NH:26][C:27]([O:29][C:30]([CH3:32])([CH3:31])[CH3:33])=[O:28])[CH2:11][C:12]1[C:20]2[C:15](=[CH:16][CH:17]=[CH:18][CH:19]=2)[N:14]([CH2:39][C:38]2[CH:41]=[CH:42][C:43]([F:44])=[C:36]([F:35])[CH:37]=2)[CH:13]=1)[C:2]1[CH:7]=[CH:6][CH:5]=[CH:4][CH:3]=1. (4) Given the reactants [C:1]([O:5][C:6]([N:8]1[CH:16]([CH3:17])[C:15]2[C:14](=[O:18])[NH:13][CH:12]=[N:11][C:10]=2[CH2:9]1)=[O:7])([CH3:4])([CH3:3])[CH3:2].C1CN([P+](ON2N=NC3C=CC=CC2=3)(N2CCCC2)N2CCCC2)CC1.F[P-](F)(F)(F)(F)F.[CH2:52]1[CH2:62][CH2:61][N:60]2[C:55](=NC[CH2:58][CH2:59]2)[CH2:54][CH2:53]1.OC1C=C2C(=CC=1)NC=C2, predict the reaction product. The product is: [C:1]([O:5][C:6]([N:8]1[CH:16]([CH3:17])[C:15]2[C:14]([O:18][C:62]3[CH:52]=[C:53]4[C:59](=[CH:58][CH:61]=3)[NH:60][CH:55]=[CH:54]4)=[N:13][CH:12]=[N:11][C:10]=2[CH2:9]1)=[O:7])([CH3:4])([CH3:2])[CH3:3]. (5) Given the reactants [OH:1][C:2]1[CH:7]=[CH:6][CH:5]=[CH:4][C:3]=1[CH:8]=[CH:9][C:10](=[O:20])[CH:11]=[CH:12][C:13]1[CH:18]=[CH:17][CH:16]=[CH:15][C:14]=1[OH:19].[BH4-].[Na+], predict the reaction product. The product is: [OH:1][C:2]1[CH:7]=[CH:6][CH:5]=[CH:4][C:3]=1[CH:8]=[CH:9][CH:10]([OH:20])[CH2:11][CH2:12][C:13]1[CH:18]=[CH:17][CH:16]=[CH:15][C:14]=1[OH:19]. (6) Given the reactants Br[CH2:2][C:3]([C:5]1[S:6][CH:7]=[CH:8][CH:9]=1)=[O:4].[N-:10]=[N+:11]=[N-:12].[Na+], predict the reaction product. The product is: [N:10]([CH2:2][C:3]([C:5]1[S:6][CH:7]=[CH:8][CH:9]=1)=[O:4])=[N+:11]=[N-:12]. (7) The product is: [CH3:20][C:2]1[C:11]([C:12]([O:14][CH3:15])=[O:13])=[N:10][C:9]2[NH:8][C:7](=[O:16])[CH2:6][S:5][C:4]=2[CH:3]=1. Given the reactants Br[C:2]1[C:11]([C:12]([O:14][CH3:15])=[O:13])=[N:10][C:9]2[NH:8][C:7](=[O:16])[CH2:6][S:5][C:4]=2[CH:3]=1.[Li+].[Cl-].[Sn](C)(C)(C)[CH3:20], predict the reaction product. (8) Given the reactants [OH:1][C:2]1[CH:11]=[C:10]2[C:5]([C:6]([NH:12][C:13]3[CH:14]=[C:15]4[C:19](=[CH:20][CH:21]=3)[NH:18][C:17]([CH3:22])=[CH:16]4)=[N:7][CH:8]=[N:9]2)=[CH:4][C:3]=1[O:23][CH3:24].[O:25]=[S:26]1(=[O:36])[CH2:31][CH2:30][N:29]([CH2:32][CH2:33][CH2:34]O)[CH2:28][CH2:27]1, predict the reaction product. The product is: [O:36]=[S:26]1(=[O:25])[CH2:31][CH2:30][N:29]([CH2:32][CH2:33][CH2:34][O:1][C:2]2[CH:11]=[C:10]3[C:5]([C:6]([NH:12][C:13]4[CH:14]=[C:15]5[C:19](=[CH:20][CH:21]=4)[NH:18][C:17]([CH3:22])=[CH:16]5)=[N:7][CH:8]=[N:9]3)=[CH:4][C:3]=2[O:23][CH3:24])[CH2:28][CH2:27]1.